From a dataset of Forward reaction prediction with 1.9M reactions from USPTO patents (1976-2016). Predict the product of the given reaction. (1) Given the reactants NC(C1C=CC2C(=CC=C(O[C@H]3CC[C@H](C(C)(C)C)CC3)C=2)N=1)(C)CO.C(O)(C(F)(F)F)=O.C([O:36][C:37](=O)[C:38]([NH2:65])([C:40]1[CH:49]=[CH:48][C:47]2[C:42](=[CH:43][CH:44]=[C:45]([O:54][C@H:55]3[CH2:60][CH2:59][C@H:58]([C:61]([CH3:64])([CH3:63])[CH3:62])[CH2:57][CH2:56]3)[C:46]=2[C:50]([F:53])([F:52])[F:51])[N:41]=1)[CH3:39])C, predict the reaction product. The product is: [NH2:65][C:38]([C:40]1[CH:49]=[CH:48][C:47]2[C:42](=[CH:43][CH:44]=[C:45]([O:54][C@H:55]3[CH2:56][CH2:57][C@H:58]([C:61]([CH3:64])([CH3:63])[CH3:62])[CH2:59][CH2:60]3)[C:46]=2[C:50]([F:51])([F:52])[F:53])[N:41]=1)([CH3:39])[CH2:37][OH:36]. (2) Given the reactants C(=O)([O-])[O-].[K+].[K+].Br[CH2:8][C:9]([O:11][C:12]([CH3:15])([CH3:14])[CH3:13])=[O:10].CN(C)C=O.[OH:21][C:22]1[CH:27]=[CH:26][C:25]([CH2:28][C:29]([O:31][CH2:32][C:33]2[CH:38]=[CH:37][CH:36]=[CH:35][CH:34]=2)=[O:30])=[CH:24][CH:23]=1, predict the reaction product. The product is: [CH2:32]([O:31][C:29](=[O:30])[CH2:28][C:25]1[CH:24]=[CH:23][C:22]([O:21][CH2:8][C:9]([O:11][C:12]([CH3:15])([CH3:14])[CH3:13])=[O:10])=[CH:27][CH:26]=1)[C:33]1[CH:34]=[CH:35][CH:36]=[CH:37][CH:38]=1. (3) The product is: [N:21]1([C:2]2[CH:9]=[CH:8][C:5]([C:6]#[N:7])=[CH:4][C:3]=2[C:10]([F:13])([F:12])[F:11])[CH2:25][CH2:24][C:23](=[O:26])[NH:22]1. Given the reactants F[C:2]1[CH:9]=[CH:8][C:5]([C:6]#[N:7])=[CH:4][C:3]=1[C:10]([F:13])([F:12])[F:11].[K].CC(C)([O-])C.Cl.[NH:21]1[CH2:25][CH2:24][C:23](=[O:26])[NH:22]1, predict the reaction product. (4) Given the reactants Cl[C:2]1[C:7]([CH3:8])=[N:6][C:5]([CH3:9])=[CH:4][N:3]=1.CC1(C)C(C)(C)OB([C:18]2[CH:23]=[CH:22][C:21]([N:24]([C:31]3[CH:36]=[CH:35][CH:34]=[CH:33][CH:32]=3)[C:25]3[CH:30]=[CH:29][CH:28]=[CH:27][CH:26]=3)=[CH:20][CH:19]=2)O1.C(=O)([O-])[O-].[Na+].[Na+], predict the reaction product. The product is: [CH3:8][C:7]1[C:2]([C:34]2[CH:33]=[CH:32][C:31]([N:24]([C:25]3[CH:30]=[CH:29][CH:28]=[CH:27][CH:26]=3)[C:21]3[CH:22]=[CH:23][CH:18]=[CH:19][CH:20]=3)=[CH:36][CH:35]=2)=[N:3][CH:4]=[C:5]([CH3:9])[N:6]=1. (5) Given the reactants [CH2:1]([O:3][C:4]([C:6]1[C:14]2[C:9](=[CH:10][CH:11]=[C:12]([OH:19])[C:13]=2[CH2:15][N:16]([CH3:18])[CH3:17])[N:8]([CH3:20])[C:7]=1[CH2:21][CH2:22][CH3:23])=[O:5])[CH3:2].[CH3:24][O:25][C:26]1[CH:27]=[C:28]2[C:33](=[CH:34][CH:35]=1)C=NC[CH2:29]2, predict the reaction product. The product is: [CH2:1]([O:3][C:4]([C:6]1[C:14]2=[C:13]3[C:12](=[CH:11][CH:10]=[C:9]2[N:8]([CH3:20])[C:7]=1[CH2:21][CH2:22][CH3:23])[O:19][CH:17]1[N:16]([CH2:18][CH2:29][C:28]2[CH:27]=[C:26]([O:25][CH3:24])[CH:35]=[CH:34][C:33]=21)[CH2:15]3)=[O:5])[CH3:2]. (6) Given the reactants [CH3:1][C:2]1[C:3]([N:9]2[CH2:14][CH2:13][N:12]([C:15]([C:17]3[CH:22]=[CH:21][C:20]([N:23]4[C:27]([CH3:29])([CH3:28])[CH2:26][N:25](CC5C=CC(OC)=CC=5)[C:24]4=[O:39])=[CH:19][C:18]=3[F:40])=[O:16])[CH2:11][CH2:10]2)=[N:4][CH:5]=[C:6]([CH3:8])[CH:7]=1.FC(F)(F)S(O)(=O)=O.C(=O)([O-])O.[Na+], predict the reaction product. The product is: [CH3:1][C:2]1[C:3]([N:9]2[CH2:10][CH2:11][N:12]([C:15]([C:17]3[CH:22]=[CH:21][C:20]([N:23]4[C:27]([CH3:28])([CH3:29])[CH2:26][NH:25][C:24]4=[O:39])=[CH:19][C:18]=3[F:40])=[O:16])[CH2:13][CH2:14]2)=[N:4][CH:5]=[C:6]([CH3:8])[CH:7]=1. (7) Given the reactants [CH3:1][O:2][C:3]1[CH:8]=[CH:7][C:6]([C:9]2[C:17]3[C:12](=[C:13]([CH3:18])[CH:14]=[CH:15][CH:16]=3)[NH:11][N:10]=2)=[CH:5][CH:4]=1.[H-].[Na+].I[CH2:22][CH2:23][CH3:24], predict the reaction product. The product is: [CH3:1][O:2][C:3]1[CH:4]=[CH:5][C:6]([C:9]2[C:17]3[C:12](=[C:13]([CH3:18])[CH:14]=[CH:15][CH:16]=3)[N:11]([CH2:22][CH2:23][CH3:24])[N:10]=2)=[CH:7][CH:8]=1. (8) Given the reactants [Cl:1][C:2]1[CH:7]=[CH:6][C:5]([S:8]([CH:11]([C:18]2[CH:23]=[C:22]([F:24])[CH:21]=[CH:20][C:19]=2[F:25])[CH2:12][CH2:13][S:14][CH2:15][CH2:16][OH:17])(=[O:10])=[O:9])=[CH:4][CH:3]=1.ClC1C=CC=C(C(OO)=[O:34])C=1, predict the reaction product. The product is: [Cl:1][C:2]1[CH:3]=[CH:4][C:5]([S:8]([CH:11]([C:18]2[CH:23]=[C:22]([F:24])[CH:21]=[CH:20][C:19]=2[F:25])[CH2:12][CH2:13][S:14]([CH2:15][CH2:16][OH:17])=[O:34])(=[O:10])=[O:9])=[CH:6][CH:7]=1. (9) Given the reactants [OH-].[K+].[Cl:3][C:4]1[CH:5]=[C:6]2[C:15](=[CH:16][CH:17]=1)[C:14]([NH2:18])=[C:13]1[C:8]([CH2:9][CH2:10][CH2:11][CH2:12]1)=[N:7]2.[Br:19][CH2:20][CH2:21][CH2:22][CH2:23][CH2:24][CH2:25][CH2:26]Br, predict the reaction product. The product is: [Br:19][CH2:20][CH2:21][CH2:22][CH2:23][CH2:24][CH2:25][CH2:26][NH:18][C:14]1[C:15]2[C:6]([N:7]=[C:8]3[C:13]=1[CH2:12][CH2:11][CH2:10][CH2:9]3)=[CH:5][C:4]([Cl:3])=[CH:17][CH:16]=2.